This data is from Catalyst prediction with 721,799 reactions and 888 catalyst types from USPTO. The task is: Predict which catalyst facilitates the given reaction. (1) The catalyst class is: 147. Product: [CH2:14]([O:13][C:10]1[CH:9]=[CH:8][N:7]=[C:6]([CH2:5][S:21][C:22]2[NH:26][C:25]3[CH:27]=[CH:28][CH:29]=[CH:30][C:24]=3[N:23]=2)[C:11]=1[CH3:12])[CH2:15][CH3:16]. Reactant: C(O[CH2:5][C:6]1[C:11]([CH3:12])=[C:10]([O:13][CH2:14][CH2:15][CH3:16])[CH:9]=[CH:8][N:7]=1)(=O)C.S(Cl)(Cl)=O.[SH:21][C:22]1[NH:23][C:24]2[CH:30]=[CH:29][CH:28]=[CH:27][C:25]=2[N:26]=1.C[O-].[Na+]. (2) Reactant: [NH2:1][C:2]1[N:3]=[CH:4][C:5](B(O)O)=[N:6][C:7]=1[C:8](=[O:30])[NH:9][C:10]1[C:15]([N:16]2[CH2:21][CH2:20][CH:19]([NH:22][C:23]([O:25][C:26]([CH3:29])([CH3:28])[CH3:27])=[O:24])[CH2:18][CH2:17]2)=[CH:14][CH:13]=[CH:12][N:11]=1.Cl[C:35]1[N:36]=[C:37]([N:40]2[CH2:45][CH2:44][O:43][CH2:42][CH2:41]2)[S:38][CH:39]=1.P([O-])([O-])([O-])=O.[K+].[K+].[K+]. Product: [NH2:1][C:2]1[C:7]([C:8]([NH:9][C:10]2[C:15]([N:16]3[CH2:21][CH2:20][CH:19]([NH:22][C:23](=[O:24])[O:25][C:26]([CH3:29])([CH3:28])[CH3:27])[CH2:18][CH2:17]3)=[CH:14][CH:13]=[CH:12][N:11]=2)=[O:30])=[N:6][C:5]([C:35]2[N:36]=[C:37]([N:40]3[CH2:41][CH2:42][O:43][CH2:44][CH2:45]3)[S:38][CH:39]=2)=[CH:4][N:3]=1. The catalyst class is: 45.